This data is from Forward reaction prediction with 1.9M reactions from USPTO patents (1976-2016). The task is: Predict the product of the given reaction. (1) Given the reactants [Cl:1][C:2]1[CH:3]=[C:4]([C@H:9]2[O:13][C:12](=[O:14])[N:11]([CH2:15][C:16]3[CH:21]=[C:20]([C:22]([F:25])([F:24])[F:23])[CH:19]=[CH:18][C:17]=3I)[C@H:10]2[CH3:27])[CH:5]=[C:6]([Cl:8])[CH:7]=1.[CH3:28][O:29][C:30]1[CH:35]=[CH:34][C:33]([C:36]2[CH:41]=[CH:40][C:39]([C:42]([O:44][CH3:45])=[O:43])=[CH:38][C:37]=2[CH3:46])=[CH:32][C:31]=1B1OC(C)(C)C(C)(C)O1.C(=O)([O-])[O-].[Na+].[Na+], predict the reaction product. The product is: [Cl:1][C:2]1[CH:3]=[C:4]([C@H:9]2[O:13][C:12](=[O:14])[N:11]([CH2:15][C:16]3[CH:21]=[C:20]([C:22]([F:25])([F:24])[F:23])[CH:19]=[CH:18][C:17]=3[C:31]3[CH:32]=[C:33]([C:36]4[CH:41]=[CH:40][C:39]([C:42]([O:44][CH3:45])=[O:43])=[CH:38][C:37]=4[CH3:46])[CH:34]=[CH:35][C:30]=3[O:29][CH3:28])[C@H:10]2[CH3:27])[CH:5]=[C:6]([Cl:8])[CH:7]=1. (2) Given the reactants Br[C:2]1[CH:3]=[C:4]2[C:12](=[CH:13][CH:14]=1)[N:11]([CH2:15][C:16]1[CH:21]=[CH:20][CH:19]=[C:18]([F:22])[CH:17]=1)[C:10]1[CH2:9][CH2:8][CH:7]([NH:23][C:24](=[O:28])[CH:25]([CH3:27])[CH3:26])[CH2:6][C:5]2=1.[CH3:29][NH:30][CH3:31].CC(C)([O-])C.[Na+], predict the reaction product. The product is: [CH3:29][N:30]([CH3:31])[C:2]1[CH:3]=[C:4]2[C:12](=[CH:13][CH:14]=1)[N:11]([CH2:15][C:16]1[CH:21]=[CH:20][CH:19]=[C:18]([F:22])[CH:17]=1)[C:10]1[CH2:9][CH2:8][CH:7]([NH:23][C:24](=[O:28])[CH:25]([CH3:27])[CH3:26])[CH2:6][C:5]2=1. (3) Given the reactants [CH:1]1([CH2:4][NH:5][C:6]2[N:7]=[CH:8][C:9]([O:12][C:13]3[CH:14]=[C:15]([CH:25]=[C:26]([O:28][CH:29]([CH3:31])[CH3:30])[CH:27]=3)[C:16]([NH:18][C:19]3[CH:23]=[CH:22][N:21]([CH3:24])[N:20]=3)=[O:17])=[N:10][CH:11]=2)[CH2:3][CH2:2]1.[O:32]1[C:36]([C:37](Cl)=[O:38])=[CH:35][CH:34]=[N:33]1.ClCCl, predict the reaction product. The product is: [CH:1]1([CH2:4][N:5]([C:6]2[CH:11]=[N:10][C:9]([O:12][C:13]3[CH:14]=[C:15]([C:16](=[O:17])[NH:18][C:19]4[CH:23]=[CH:22][N:21]([CH3:24])[N:20]=4)[CH:25]=[C:26]([O:28][CH:29]([CH3:31])[CH3:30])[CH:27]=3)=[CH:8][N:7]=2)[C:37]([C:36]2[O:32][N:33]=[CH:34][CH:35]=2)=[O:38])[CH2:3][CH2:2]1.